From a dataset of Full USPTO retrosynthesis dataset with 1.9M reactions from patents (1976-2016). Predict the reactants needed to synthesize the given product. (1) The reactants are: [NH2:1][C:2]1[CH:3]=[C:4]([CH:8]=[CH:9][CH:10]=1)[C:5](O)=[O:6].B.[NH4+].[Cl-]. Given the product [NH2:1][C:2]1[CH:3]=[C:4]([CH2:5][OH:6])[CH:8]=[CH:9][CH:10]=1, predict the reactants needed to synthesize it. (2) Given the product [F:1][C:2]1[C:3]([I:21])=[C:4]2[N:10]=[C:9]([C:11]3[CH:20]=[CH:19][C:14]([C:15]([OH:17])=[O:16])=[CH:13][CH:12]=3)[NH:8][C:5]2=[N:6][CH:7]=1, predict the reactants needed to synthesize it. The reactants are: [F:1][C:2]1[C:3]([I:21])=[C:4]2[N:10]=[C:9]([C:11]3[CH:20]=[CH:19][C:14]([C:15]([O:17]C)=[O:16])=[CH:13][CH:12]=3)[NH:8][C:5]2=[N:6][CH:7]=1.O.[OH-].[Li+].O. (3) Given the product [Br:18][C:19]1[CH:24]=[CH:23][C:22]([CH2:25][N:14]2[CH:13]=[C:12]3[N:17]=[C:9]([C:3]4[CH:4]=[CH:5][CH:6]=[C:7]([F:8])[C:2]=4[F:1])[N:10]=[C:11]3[CH:16]=[N:15]2)=[CH:21][C:20]=1[N+:27]([O-:29])=[O:28], predict the reactants needed to synthesize it. The reactants are: [F:1][C:2]1[C:7]([F:8])=[CH:6][CH:5]=[CH:4][C:3]=1[C:9]1[N:17]=[C:12]2[CH:13]=[N:14][NH:15][CH:16]=[C:11]2[N:10]=1.[Br:18][C:19]1[CH:24]=[CH:23][C:22]([CH2:25]Br)=[CH:21][C:20]=1[N+:27]([O-:29])=[O:28]. (4) Given the product [Br:1][C:2]1[CH:7]=[N:6][CH:5]=[C:4]([O:8][CH2:16][C:12]2[CH:13]=[CH:14][CH:15]=[C:10]([F:9])[CH:11]=2)[CH:3]=1, predict the reactants needed to synthesize it. The reactants are: [Br:1][C:2]1[CH:3]=[C:4]([OH:8])[CH:5]=[N:6][CH:7]=1.[F:9][C:10]1[CH:11]=[C:12]([CH2:16]O)[CH:13]=[CH:14][CH:15]=1.C1(P(C2C=CC=CC=2)C2C=CC=CC=2)C=CC=CC=1.CCOC(/N=N/C(OCC)=O)=O. (5) Given the product [NH:21]1[CH:20]=[C:19]([C:17]2[CH:18]=[C:13]3[C:12]([C:24]4[N:29]=[C:28]([NH:30][C@H:31]5[CH2:32][CH2:33][C@H:34]([OH:37])[CH2:35][CH2:36]5)[CH:27]=[N:26][CH:25]=4)=[CH:11][NH:10][C:14]3=[N:15][CH:16]=2)[CH:23]=[N:22]1, predict the reactants needed to synthesize it. The reactants are: C1(S([N:10]2[C:14]3=[N:15][CH:16]=[C:17]([C:19]4[CH:20]=[N:21][NH:22][CH:23]=4)[CH:18]=[C:13]3[C:12]([C:24]3[N:29]=[C:28]([NH:30][C@H:31]4[CH2:36][CH2:35][C@H:34]([OH:37])[CH2:33][CH2:32]4)[CH:27]=[N:26][CH:25]=3)=[CH:11]2)(=O)=O)C=CC=CC=1.C(=O)([O-])[O-].[K+].[K+].